This data is from Peptide-MHC class II binding affinity with 134,281 pairs from IEDB. The task is: Regression. Given a peptide amino acid sequence and an MHC pseudo amino acid sequence, predict their binding affinity value. This is MHC class II binding data. The peptide sequence is AAATAGTTNYGAFAA. The MHC is HLA-DQA10401-DQB10402 with pseudo-sequence HLA-DQA10401-DQB10402. The binding affinity (normalized) is 0.347.